From a dataset of Catalyst prediction with 721,799 reactions and 888 catalyst types from USPTO. Predict which catalyst facilitates the given reaction. (1) Reactant: C([O:3][C:4](=[O:30])[C@@H:5]([O:27][CH2:28][CH3:29])[CH2:6][C:7]1[CH:12]=[CH:11][C:10]([O:13][CH2:14][CH:15]=[CH:16][C:17]2[CH:26]=[CH:25][C:24]3[C:19](=[CH:20][CH:21]=[CH:22][CH:23]=3)[N:18]=2)=[CH:9][CH:8]=1)C.[OH-].[Na+]. Product: [CH2:28]([O:27][C@@H:5]([CH2:6][C:7]1[CH:8]=[CH:9][C:10]([O:13][CH2:14][CH:15]=[CH:16][C:17]2[CH:26]=[CH:25][C:24]3[C:19](=[CH:20][CH:21]=[CH:22][CH:23]=3)[N:18]=2)=[CH:11][CH:12]=1)[C:4]([OH:30])=[O:3])[CH3:29]. The catalyst class is: 8. (2) Product: [Cl:1][C:2]1[N:7]=[C:6]([O:11][CH2:10][CH3:9])[CH:5]=[CH:4][N:3]=1. Reactant: [Cl:1][C:2]1[N:7]=[C:6](Cl)[CH:5]=[CH:4][N:3]=1.[CH3:9][CH2:10][OH:11].C([O-])([O-])=O.[Cs+].[Cs+].C([O-])(O)=O.[Na+]. The catalyst class is: 3.